Task: Predict the reactants needed to synthesize the given product.. Dataset: Full USPTO retrosynthesis dataset with 1.9M reactions from patents (1976-2016) Given the product [CH3:1][O:2][C:3]([C:5]1[CH:14]=[C:13]([OH:15])[C:12]2[C:7](=[C:8]([N+:24]([O-:26])=[O:25])[CH:9]=[C:10]([C:33]#[N:34])[CH:11]=2)[N:6]=1)=[O:4], predict the reactants needed to synthesize it. The reactants are: [CH3:1][O:2][C:3]([C:5]1[CH:14]=[C:13]([O:15]CC2C=CC=CC=2)[C:12]2[C:7](=[C:8]([N+:24]([O-:26])=[O:25])[CH:9]=[C:10](Br)[CH:11]=2)[N:6]=1)=[O:4].C(OCC)(=O)C.[CH3:33][N:34](C)C(=O)C.